This data is from Forward reaction prediction with 1.9M reactions from USPTO patents (1976-2016). The task is: Predict the product of the given reaction. (1) The product is: [OH:14][C:15]1([CH3:30])[C@@H:20]([CH3:21])[CH2:19][N:18]([C:2]2[C:7]([N+:8]([O-:10])=[O:9])=[CH:6][N:5]=[C:4]3[CH2:11][CH2:12][CH2:13][C:3]=23)[CH2:17][C@H:16]1[NH:22][C:23](=[O:29])[O:24][C:25]([CH3:28])([CH3:27])[CH3:26]. Given the reactants Cl[C:2]1[C:7]([N+:8]([O-:10])=[O:9])=[CH:6][N:5]=[C:4]2[CH2:11][CH2:12][CH2:13][C:3]=12.[OH:14][C:15]1([CH3:30])[C@@H:20]([CH3:21])[CH2:19][NH:18][CH2:17][C@H:16]1[NH:22][C:23](=[O:29])[O:24][C:25]([CH3:28])([CH3:27])[CH3:26].C(N(CC)CC)C, predict the reaction product. (2) Given the reactants Cl[C:2]1[N:3]=[C:4]([N:16]2[CH2:21][CH2:20][O:19][CH2:18][C@@H:17]2[CH3:22])[C:5]2[CH2:10][N:9]([C:11]([O:13][CH2:14][CH3:15])=[O:12])[CH2:8][C:6]=2[N:7]=1.[F:23][C:24]1[CH:25]=[C:26]([CH:28]=[C:29]([F:40])[C:30]=1B1OC(C)(C)C(C)(C)O1)[NH2:27], predict the reaction product. The product is: [CH2:8]([NH:9][C:11](=[O:12])[NH:27][C:26]1[CH:28]=[C:29]([F:40])[C:30]([C:2]2[N:3]=[C:4]([N:16]3[CH2:21][CH2:20][O:19][CH2:18][C@@H:17]3[CH3:22])[C:5]3[CH2:10][N:9]([C:11]([O:13][CH2:14][CH3:15])=[O:12])[CH2:8][C:6]=3[N:7]=2)=[C:24]([F:23])[CH:25]=1)[CH3:6]. (3) Given the reactants F[C:2]1[CH:7]=[C:6]([N+:8]([O-:10])=[O:9])[CH:5]=[C:4]([S:11]([CH3:14])(=[O:13])=[O:12])[C:3]=1[CH3:15].[NH:16]1[CH2:20][CH2:19][CH2:18][CH2:17]1, predict the reaction product. The product is: [CH3:15][C:3]1[C:4]([S:11]([CH3:14])(=[O:13])=[O:12])=[CH:5][C:6]([N+:8]([O-:10])=[O:9])=[CH:7][C:2]=1[N:16]1[CH2:20][CH2:19][CH2:18][CH2:17]1. (4) Given the reactants [C:1]([CH:6]=[C:7]1[CH2:12][CH2:11][CH:10]([C:13]([OH:15])=[O:14])[CH2:9][CH2:8]1)([O:3][CH2:4][CH3:5])=[O:2].C([O-])=O.[NH4+], predict the reaction product. The product is: [C:1]([CH2:6][CH:7]1[CH2:12][CH2:11][CH:10]([C:13]([OH:15])=[O:14])[CH2:9][CH2:8]1)([O:3][CH2:4][CH3:5])=[O:2]. (5) Given the reactants [N+:1]([C:4]1[CH:5]=[N:6][C:7]([NH2:10])=[N:8][CH:9]=1)([O-:3])=[O:2].[Cl:11][C:12]1[CH:13]=[C:14]([CH:18]=[CH:19][C:20]=1[F:21])[C:15](O)=[O:16].O, predict the reaction product. The product is: [Cl:11][C:12]1[CH:13]=[C:14]([CH:18]=[CH:19][C:20]=1[F:21])[C:15]([NH:10][C:7]1[N:8]=[CH:9][C:4]([N+:1]([O-:3])=[O:2])=[CH:5][N:6]=1)=[O:16]. (6) Given the reactants [N:1]1[CH:6]=[CH:5][C:4]([CH:7]=O)=[CH:3][CH:2]=1.[CH2:9]([NH2:12])[CH:10]=[CH2:11], predict the reaction product. The product is: [CH2:9]([N:12]=[CH:7][C:4]1[CH:5]=[CH:6][N:1]=[CH:2][CH:3]=1)[CH:10]=[CH2:11]. (7) The product is: [CH:1]1([NH:6][C:7]2[N:12]3[N:13]=[C:14]([C:28]4[CH:29]=[C:30]([CH:33]=[CH:34][CH:35]=4)[C:31]([OH:40])=[O:36])[C:15]([C:16]4[CH:21]=[CH:20][N:19]=[C:18]([NH:22][CH:23]5[CH2:27][CH2:26][CH2:25][CH2:24]5)[N:17]=4)=[C:11]3[CH:10]=[CH:9][CH:8]=2)[CH2:5][CH2:4][CH2:3][CH2:2]1. Given the reactants [CH:1]1([NH:6][C:7]2[N:12]3[N:13]=[C:14]([C:28]4[CH:29]=[C:30]([CH:33]=[CH:34][CH:35]=4)[C:31]#N)[C:15]([C:16]4[CH:21]=[CH:20][N:19]=[C:18]([NH:22][CH:23]5[CH2:27][CH2:26][CH2:25][CH2:24]5)[N:17]=4)=[C:11]3[CH:10]=[CH:9][CH:8]=2)[CH2:5][CH2:4][CH2:3][CH2:2]1.[OH-:36].[K+].Cl.C[OH:40], predict the reaction product. (8) Given the reactants FC(F)(F)C(O)=O.[CH:8]1([O:12][C:13]2[C:22]([C:23]3[CH:24]=[N:25][N:26]([CH:28]4[CH2:33][CH2:32][N:31](C(OC(C)(C)C)=O)[CH2:30][CH2:29]4)[CH:27]=3)=[CH:21][CH:20]=[C:19]3[C:14]=2[CH2:15][CH2:16][C@H:17]([CH3:46])[N:18]3[C:41]([CH:43]2[CH2:45][CH2:44]2)=[O:42])[CH2:11][CH2:10][CH2:9]1, predict the reaction product. The product is: [CH:8]1([O:12][C:13]2[C:22]([C:23]3[CH:24]=[N:25][N:26]([CH:28]4[CH2:29][CH2:30][NH:31][CH2:32][CH2:33]4)[CH:27]=3)=[CH:21][CH:20]=[C:19]3[C:14]=2[CH2:15][CH2:16][C@H:17]([CH3:46])[N:18]3[C:41]([CH:43]2[CH2:45][CH2:44]2)=[O:42])[CH2:11][CH2:10][CH2:9]1. (9) Given the reactants [Br:1][C:2]1[CH:3]=[C:4]([CH:8]=[CH:9][C:10]=1[Cl:11])[C:5]([OH:7])=O.C1C=CC2N(O)N=NC=2C=1.CCN=C=NCCCN(C)C.[Cl:33][C:34]1[CH:35]=[C:36]([C@H:40]([NH2:42])[CH3:41])[CH:37]=[CH:38][CH:39]=1, predict the reaction product. The product is: [Br:1][C:2]1[CH:3]=[C:4]([CH:8]=[CH:9][C:10]=1[Cl:11])[C:5]([NH:42][C@@H:40]([C:36]1[CH:37]=[CH:38][CH:39]=[C:34]([Cl:33])[CH:35]=1)[CH3:41])=[O:7].